Dataset: Reaction yield outcomes from USPTO patents with 853,638 reactions. Task: Predict the reaction yield, written as a fraction of the theoretical maximum amount of product (1.0 means a 100% yield; for example, 0.34 means a 34% yield). (1) The reactants are [C:1]1([C:6]2[CH:11]=[CH:10][C:9]([N+:12]([O-])=O)=[CH:8][CH:7]=2)[CH2:5][CH2:4][CH2:3][CH:2]=1. The catalyst is CO.ClCCl.[Pd]. The product is [CH:1]1([C:6]2[CH:7]=[CH:8][C:9]([NH2:12])=[CH:10][CH:11]=2)[CH2:2][CH2:3][CH2:4][CH2:5]1. The yield is 0.940. (2) The reactants are Br[CH2:2][CH2:3][CH2:4][CH2:5][CH2:6][CH2:7][CH2:8][CH2:9][CH:10]=[CH:11][CH2:12][CH:13]=[CH:14][CH2:15][CH2:16][CH2:17][CH2:18][CH3:19].[C:20]([CH2:22][CH2:23][CH2:24][CH2:25][CH2:26][CH2:27][CH2:28][CH2:29][CH:30]=[CH:31][CH2:32][CH:33]=[CH:34][CH2:35][CH2:36][CH2:37][CH2:38][CH3:39])#N.CC[O:42]CC. The yield is 0.740. The catalyst is II. The product is [CH3:19][CH2:18][CH2:17][CH2:16][CH2:15][CH:14]=[CH:13][CH2:12][CH:11]=[CH:10][CH2:9][CH2:8][CH2:7][CH2:6][CH2:5][CH2:4][CH2:3][CH2:2][C:20](=[O:42])[CH2:22][CH2:23][CH2:24][CH2:25][CH2:26][CH2:27][CH2:28][CH2:29][CH:30]=[CH:31][CH2:32][CH:33]=[CH:34][CH2:35][CH2:36][CH2:37][CH2:38][CH3:39]. (3) The reactants are [CH3:1][O:2][C:3]1[CH:4]=[C:5]2[C:10](=[CH:11][C:12]=1[O:13][CH3:14])[N:9]=[CH:8][CH:7]=[C:6]2[O:15][C:16]1[CH:22]=[CH:21][C:19]([NH2:20])=[C:18]([F:23])[CH:17]=1.ClC(Cl)(O[C:28](=[O:34])OC(Cl)(Cl)Cl)Cl.[CH2:36]([NH2:40])[CH2:37][CH2:38][CH3:39].C(=O)([O-])O.[Na+]. The catalyst is C1(C)C=CC=CC=1.C(N(CC)CC)C. The product is [CH2:36]([NH:40][C:28]([NH:20][C:19]1[CH:21]=[CH:22][C:16]([O:15][C:6]2[C:5]3[C:10](=[CH:11][C:12]([O:13][CH3:14])=[C:3]([O:2][CH3:1])[CH:4]=3)[N:9]=[CH:8][CH:7]=2)=[CH:17][C:18]=1[F:23])=[O:34])[CH2:37][CH2:38][CH3:39]. The yield is 0.810. (4) The reactants are Br[C:2]1[C:3]([CH3:22])=[C:4]([CH:18]=[C:19](I)[CH:20]=1)[C:5]([NH:7][CH2:8][C:9]1[C:10](=[O:17])[NH:11][C:12]([CH3:16])=[CH:13][C:14]=1[CH3:15])=[O:6].[CH3:23][N:24]([CH3:40])[C:25]1[N:30]=[CH:29][C:28](B2OC(C)(C)C(C)(C)O2)=[CH:27][N:26]=1.C(=O)(O)[O-].[Na+].[CH3:46][N:47]1[C:51](B2OC(C)(C)C(C)(C)O2)=[CH:50][CH:49]=[N:48]1.C(Cl)Cl.C(=O)([O-])[O-].[Na+].[Na+]. The catalyst is O1CCOCC1.O.ClCCl.[Pd+2].ClC1C=C[C-](P(C2C=CC=CC=2)C2C=CC=CC=2)C=1Cl.[C-]1(P(C2C=CC=CC=2)C2C=CC=CC=2)C=CC=C1.[Fe+2].C1C=CC(P(C2C=CC=CC=2)[C-]2C=CC=C2)=CC=1.C1C=CC(P(C2C=CC=CC=2)[C-]2C=CC=C2)=CC=1.Cl[Pd]Cl.[Fe+2]. The product is [CH3:40][N:24]([CH3:23])[C:25]1[N:26]=[CH:27][C:28]([C:19]2[CH:20]=[C:2]([C:51]3[N:47]([CH3:46])[N:48]=[CH:49][CH:50]=3)[C:3]([CH3:22])=[C:4]([CH:18]=2)[C:5]([NH:7][CH2:8][C:9]2[C:10](=[O:17])[NH:11][C:12]([CH3:16])=[CH:13][C:14]=2[CH3:15])=[O:6])=[CH:29][N:30]=1. The yield is 0.270.